From a dataset of NCI-60 drug combinations with 297,098 pairs across 59 cell lines. Regression. Given two drug SMILES strings and cell line genomic features, predict the synergy score measuring deviation from expected non-interaction effect. (1) Drug 1: CC1=CC2C(CCC3(C2CCC3(C(=O)C)OC(=O)C)C)C4(C1=CC(=O)CC4)C. Drug 2: COC1=NC(=NC2=C1N=CN2C3C(C(C(O3)CO)O)O)N. Cell line: SK-OV-3. Synergy scores: CSS=-5.22, Synergy_ZIP=2.31, Synergy_Bliss=-0.563, Synergy_Loewe=-4.48, Synergy_HSA=-4.82. (2) Drug 1: CC1C(C(CC(O1)OC2CC(CC3=C2C(=C4C(=C3O)C(=O)C5=C(C4=O)C(=CC=C5)OC)O)(C(=O)C)O)N)O.Cl. Drug 2: CC1=C(N=C(N=C1N)C(CC(=O)N)NCC(C(=O)N)N)C(=O)NC(C(C2=CN=CN2)OC3C(C(C(C(O3)CO)O)O)OC4C(C(C(C(O4)CO)O)OC(=O)N)O)C(=O)NC(C)C(C(C)C(=O)NC(C(C)O)C(=O)NCCC5=NC(=CS5)C6=NC(=CS6)C(=O)NCCC[S+](C)C)O. Cell line: ACHN. Synergy scores: CSS=61.1, Synergy_ZIP=2.18, Synergy_Bliss=2.05, Synergy_Loewe=-3.74, Synergy_HSA=6.84. (3) Drug 1: CC1C(C(CC(O1)OC2CC(CC3=C2C(=C4C(=C3O)C(=O)C5=C(C4=O)C(=CC=C5)OC)O)(C(=O)CO)O)N)O.Cl. Drug 2: CC1C(C(CC(O1)OC2CC(CC3=C2C(=C4C(=C3O)C(=O)C5=C(C4=O)C(=CC=C5)OC)O)(C(=O)C)O)N)O.Cl. Cell line: A498. Synergy scores: CSS=23.1, Synergy_ZIP=0.0427, Synergy_Bliss=0.873, Synergy_Loewe=1.30, Synergy_HSA=1.51. (4) Drug 1: COC1=C2C(=CC3=C1OC=C3)C=CC(=O)O2. Drug 2: COCCOC1=C(C=C2C(=C1)C(=NC=N2)NC3=CC=CC(=C3)C#C)OCCOC.Cl. Cell line: OVCAR-5. Synergy scores: CSS=-6.22, Synergy_ZIP=0.679, Synergy_Bliss=-2.11, Synergy_Loewe=-10.7, Synergy_HSA=-7.37.